This data is from M1 muscarinic receptor antagonist screen with 61,756 compounds. The task is: Binary Classification. Given a drug SMILES string, predict its activity (active/inactive) in a high-throughput screening assay against a specified biological target. (1) The compound is O=C(N1CC(=O)NC(=O)C1)CC1c2c(c3c1cccc3)cccc2. The result is 0 (inactive). (2) The drug is o1c2nc(nc(c2cc1C)C)c1ccccc1. The result is 0 (inactive). (3) The compound is Fc1c(N2CCOCC2)ccc(NC(=O)c2ccncc2)c1. The result is 0 (inactive). (4) The molecule is O=c1n(C2CCCCC2)cc(c2c1n(c1c2cccc1)C)C(=O)NCCCN1CCCC1=O. The result is 0 (inactive). (5) The result is 0 (inactive). The compound is Fc1ccc(COc2cc3c(OCC3=O)cc2)cc1. (6) The compound is S(c1nc2CCCCCc2cc1C#N)CC(=O)NCc1cc2OCOc2cc1. The result is 0 (inactive). (7) The drug is s1c(c2n3C(Cc4c(c3nn2)cc(OC)c(OC)c4)(C)C)ccc1. The result is 0 (inactive).